From a dataset of Catalyst prediction with 721,799 reactions and 888 catalyst types from USPTO. Predict which catalyst facilitates the given reaction. (1) Reactant: [F:1][C:2]1[CH:7]=[CH:6][C:5]([C:8]2[N:17]=[C:16]([C:18]([OH:20])=O)[C:15]3[C:10](=[CH:11][CH:12]=[CH:13][CH:14]=3)[N:9]=2)=[CH:4][CH:3]=1.Cl.[OH:22][C:23]1[C:32]([O:33][CH3:34])=[CH:31][CH:30]=[C:29]2[C:24]=1[CH2:25][CH2:26][NH:27][CH2:28]2.F[P-](F)(F)(F)(F)F.N1(OC(N(C)C)=[N+](C)C)C2N=CC=CC=2N=N1.CCN(C(C)C)C(C)C. Product: [F:1][C:2]1[CH:7]=[CH:6][C:5]([C:8]2[N:17]=[C:16]([C:18]([N:27]3[CH2:26][CH2:25][C:24]4[C:29](=[CH:30][CH:31]=[C:32]([O:33][CH3:34])[C:23]=4[OH:22])[CH2:28]3)=[O:20])[C:15]3[C:10](=[CH:11][CH:12]=[CH:13][CH:14]=3)[N:9]=2)=[CH:4][CH:3]=1. The catalyst class is: 362. (2) Reactant: [C:1]([O:5][C:6]([N:8]1[CH2:14][CH2:13][C:12]2[CH:15]=[CH:16][C:17]([NH2:19])=[CH:18][C:11]=2[CH2:10][CH2:9]1)=[O:7])([CH3:4])([CH3:3])[CH3:2].[I+:20](Cl)Cl.C([N+](C)(C)C)C1C=CC=CC=1.C(=O)([O-])[O-].[Ca+2]. Product: [C:1]([O:5][C:6]([N:8]1[CH2:14][CH2:13][C:12]2[CH:15]=[C:16]([I:20])[C:17]([NH2:19])=[CH:18][C:11]=2[CH2:10][CH2:9]1)=[O:7])([CH3:4])([CH3:2])[CH3:3]. The catalyst class is: 98. (3) Reactant: [N:1]([CH2:4][C:5]1[C:6]([C:25](O)=[O:26])=[N:7][C:8]([C:18]2[CH:23]=[CH:22][C:21]([Cl:24])=[CH:20][CH:19]=2)=[C:9]([C:11]2[CH:16]=[CH:15][C:14]([Cl:17])=[CH:13][CH:12]=2)[N:10]=1)=[N+:2]=[N-:3].C(Cl)[Cl:29]. Product: [N:1]([CH2:4][C:5]1[C:6]([C:25]([Cl:29])=[O:26])=[N:7][C:8]([C:18]2[CH:19]=[CH:20][C:21]([Cl:24])=[CH:22][CH:23]=2)=[C:9]([C:11]2[CH:12]=[CH:13][C:14]([Cl:17])=[CH:15][CH:16]=2)[N:10]=1)=[N+:2]=[N-:3]. The catalyst class is: 3.